This data is from Forward reaction prediction with 1.9M reactions from USPTO patents (1976-2016). The task is: Predict the product of the given reaction. (1) Given the reactants Br[CH2:2][C:3]([C:5]1[N:6]([CH2:24][C:25]([N:27]2[CH2:32][CH2:31][O:30][CH2:29][CH2:28]2)=[O:26])[C:7]2[C:12]([C:13]=1[CH:14]1[CH2:19][CH2:18][CH2:17][CH2:16][CH2:15]1)=[CH:11][CH:10]=[C:9]([C:20]([O:22]C)=[O:21])[CH:8]=2)=O.[C:33]([NH:37][C:38]([NH2:40])=[S:39])([CH3:36])([CH3:35])[CH3:34].[OH-].[Na+].[C:43]([OH:49])([C:45]([F:48])([F:47])[F:46])=[O:44], predict the reaction product. The product is: [C:33]([NH:37][C:38]1[S:39][CH:2]=[C:3]([C:5]2[N:6]([CH2:24][C:25]([N:27]3[CH2:32][CH2:31][O:30][CH2:29][CH2:28]3)=[O:26])[C:7]3[C:12]([C:13]=2[CH:14]2[CH2:15][CH2:16][CH2:17][CH2:18][CH2:19]2)=[CH:11][CH:10]=[C:9]([C:20]([OH:22])=[O:21])[CH:8]=3)[N:40]=1)([CH3:36])([CH3:35])[CH3:34].[C:43]([OH:49])([C:45]([F:48])([F:47])[F:46])=[O:44]. (2) Given the reactants [N+:1]([C:4]1[CH:12]=[CH:11][CH:10]=[C:9]2[C:5]=1[CH:6]=[N:7][N:8]2[CH2:13][CH:14]1[CH2:19][CH2:18][CH2:17][NH:16][CH2:15]1)([O-:3])=[O:2].C(N(CC)CC)C.[C:27](OC(=O)C)(=[O:29])[CH3:28], predict the reaction product. The product is: [N+:1]([C:4]1[CH:12]=[CH:11][CH:10]=[C:9]2[C:5]=1[CH:6]=[N:7][N:8]2[CH2:13][CH:14]1[CH2:19][CH2:18][CH2:17][N:16]([C:27](=[O:29])[CH3:28])[CH2:15]1)([O-:3])=[O:2]. (3) Given the reactants [F:1][C:2]1[CH:3]=[C:4]([C:8]2[CH:9]=[C:10]3[C:14](=[CH:15][CH:16]=2)[NH:13][CH2:12][CH2:11]3)[CH:5]=[N:6][CH:7]=1.[C:17](Cl)(=[O:19])[CH3:18], predict the reaction product. The product is: [F:1][C:2]1[CH:3]=[C:4]([C:8]2[CH:9]=[C:10]3[C:14](=[CH:15][CH:16]=2)[N:13]([C:17](=[O:19])[CH3:18])[CH2:12][CH2:11]3)[CH:5]=[N:6][CH:7]=1. (4) Given the reactants [C:1]([O:5][C:6]([N:8]([CH3:50])[CH2:9][CH2:10][N:11]([CH3:49])[C@@H:12]1[CH2:19][N:18]2[C:20]3[CH:21]=[C:22]([C:33]([O:35]C)=[O:34])[CH:23]=[CH:24][C:25]=3[C:26]([CH:27]3[CH2:32][CH2:31][CH2:30][CH2:29][CH2:28]3)=[C:17]2[C:16]2[CH:37]=[CH:38][C:39]([O:41][CH2:42][C:43]3[CH:48]=[CH:47][CH:46]=[CH:45][N:44]=3)=[CH:40][C:15]=2[O:14][CH2:13]1)=[O:7])([CH3:4])([CH3:3])[CH3:2].[OH-].[K+].Cl, predict the reaction product. The product is: [C:1]([O:5][C:6]([N:8]([CH3:50])[CH2:9][CH2:10][N:11]([CH3:49])[C@@H:12]1[CH2:19][N:18]2[C:20]3[CH:21]=[C:22]([C:33]([OH:35])=[O:34])[CH:23]=[CH:24][C:25]=3[C:26]([CH:27]3[CH2:28][CH2:29][CH2:30][CH2:31][CH2:32]3)=[C:17]2[C:16]2[CH:37]=[CH:38][C:39]([O:41][CH2:42][C:43]3[CH:48]=[CH:47][CH:46]=[CH:45][N:44]=3)=[CH:40][C:15]=2[O:14][CH2:13]1)=[O:7])([CH3:4])([CH3:3])[CH3:2]. (5) Given the reactants [CH3:1][C:2]([CH3:12])([O:5][CH:6]1[CH2:11][CH2:10][CH2:9][CH2:8][O:7]1)[C:3]#[CH:4].C([Li])CCC.Cl[C:19]([O:21][CH2:22][CH3:23])=[O:20], predict the reaction product. The product is: [CH2:22]([O:21][C:19](=[O:20])[C:4]#[C:3][C:2]([CH3:12])([O:5][CH:6]1[CH2:11][CH2:10][CH2:9][CH2:8][O:7]1)[CH3:1])[CH3:23]. (6) The product is: [CH2:3]=[CH:2][CH2:1][S:4](=[O:9])[S:5][CH2:6][CH:7]=[CH2:8]. Given the reactants [CH2:1]([S:4][S:5][CH2:6][CH:7]=[CH2:8])[CH:2]=[CH2:3].[OH:9]O.O, predict the reaction product. (7) Given the reactants [F:1][C:2]1[C:10]([CH:11]=O)=[CH:9][CH:8]=[C:7]2[C:3]=1[CH:4]=[CH:5][N:6]2[Si](C(C)C)(C(C)C)C(C)C.[NH2:23][OH:24].Cl, predict the reaction product. The product is: [F:1][C:2]1[C:10]([CH:11]=[N:23][OH:24])=[CH:9][CH:8]=[C:7]2[C:3]=1[CH:4]=[CH:5][NH:6]2.